Dataset: CYP1A2 inhibition data for predicting drug metabolism from PubChem BioAssay. Task: Regression/Classification. Given a drug SMILES string, predict its absorption, distribution, metabolism, or excretion properties. Task type varies by dataset: regression for continuous measurements (e.g., permeability, clearance, half-life) or binary classification for categorical outcomes (e.g., BBB penetration, CYP inhibition). Dataset: cyp1a2_veith. The drug is Cc1ccc(N2C(=O)/C(=C/N3CCN(C(=O)c4ccco4)CC3)C(=O)NC2=S)cc1C. The result is 0 (non-inhibitor).